Dataset: Full USPTO retrosynthesis dataset with 1.9M reactions from patents (1976-2016). Task: Predict the reactants needed to synthesize the given product. (1) The reactants are: [CH3:1][O:2][C:3]1[CH:4]=[C:5]([CH2:9][C:10]([CH:12]2[C:17](=O)[CH2:16][CH2:15][N:14]([C:19]([O:21][C:22]([CH3:25])([CH3:24])[CH3:23])=[O:20])[CH2:13]2)=O)[CH:6]=[CH:7][CH:8]=1.[N+]([O-])(O)=O.[N+]([O-])(O)=O.[CH3:34][O:35][C:36]1[CH:37]=[C:38]([NH:48][C:49]([NH2:51])=[NH:50])[CH:39]=[CH:40][C:41]=1[N:42]1[CH:46]=[C:45]([CH3:47])[N:44]=[CH:43]1.C(=O)([O-])[O-].[K+].[K+].C(Cl)Cl. Given the product [CH3:34][O:35][C:36]1[CH:37]=[C:38]([NH:48][C:49]2[N:51]=[C:10]([CH2:9][C:5]3[CH:6]=[CH:7][CH:8]=[C:3]([O:2][CH3:1])[CH:4]=3)[C:12]3[CH2:13][N:14]([C:19]([O:21][C:22]([CH3:25])([CH3:24])[CH3:23])=[O:20])[CH2:15][CH2:16][C:17]=3[N:50]=2)[CH:39]=[CH:40][C:41]=1[N:42]1[CH:46]=[C:45]([CH3:47])[N:44]=[CH:43]1, predict the reactants needed to synthesize it. (2) Given the product [CH3:34][N:35]([CH3:40])[C:36]([CH2:37][NH:38][C:27]([C:3]1[C:2]([F:1])=[CH:26][C:6]2[N:7]([CH3:25])[C:8]([NH:10][C:11]3[S:12][C:13]4[CH:19]=[C:18]([O:20][C:21]([F:22])([F:23])[F:24])[CH:17]=[CH:16][C:14]=4[N:15]=3)=[N:9][C:5]=2[CH:4]=1)=[O:28])=[O:39], predict the reactants needed to synthesize it. The reactants are: [F:1][C:2]1[C:3]([C:27](O)=[O:28])=[CH:4][C:5]2[N:9]=[C:8]([NH:10][C:11]3[S:12][C:13]4[CH:19]=[C:18]([O:20][C:21]([F:24])([F:23])[F:22])[CH:17]=[CH:16][C:14]=4[N:15]=3)[N:7]([CH3:25])[C:6]=2[CH:26]=1.C(O)(=O)C.[CH3:34][N:35]([CH3:40])[C:36](=[O:39])[CH2:37][NH2:38].CN(C(ON1N=NC2C=CC=CC1=2)=[N+](C)C)C.F[P-](F)(F)(F)(F)F.CCN(C(C)C)C(C)C. (3) Given the product [ClH:1].[NH2:16][CH2:15][C:14]1[CH:13]=[CH:12][C:11]([NH:10][C:8]([C:4]2[CH:3]=[C:2]([N:30]([CH2:29][CH:26]3[CH2:28][CH2:27]3)[CH2:31][CH2:32][O:33][CH3:34])[N:7]=[CH:6][N:5]=2)=[O:9])=[CH:25][CH:24]=1, predict the reactants needed to synthesize it. The reactants are: [Cl:1][C:2]1[N:7]=[CH:6][N:5]=[C:4]([C:8]([NH:10][C:11]2[CH:25]=[CH:24][C:14]([CH2:15][NH:16]C(=O)OC(C)(C)C)=[CH:13][CH:12]=2)=[O:9])[CH:3]=1.[CH:26]1([CH2:29][NH:30][CH2:31][CH2:32][O:33][CH3:34])[CH2:28][CH2:27]1. (4) Given the product [Cl:1][C:2]1[CH:3]=[C:4]2[C:8](=[CH:9][CH:10]=1)[N:7]([CH2:17][C:18]([NH2:20])=[O:19])[C:6](=[O:11])[C:5]2([F:13])[F:12], predict the reactants needed to synthesize it. The reactants are: [Cl:1][C:2]1[CH:3]=[C:4]2[C:8](=[CH:9][CH:10]=1)[NH:7][C:6](=[O:11])[C:5]2([F:13])[F:12].[H-].[Na+].Br[CH2:17][C:18]([NH2:20])=[O:19].O. (5) Given the product [Cl:27][C:28]1[C:33]([C:34]2[NH:16][C:14]3[CH:15]=[C:10]([N:8]4[CH2:7][CH2:6][C:5]5([CH2:21][CH2:22][N:3]([CH2:1][CH3:2])[CH2:4]5)[CH2:9]4)[CH:11]=[C:12]([CH3:20])[C:13]=3[N:19]=2)=[C:32]([I:36])[CH:31]=[CH:30][N:29]=1, predict the reactants needed to synthesize it. The reactants are: [CH2:1]([N:3]1[CH2:22][CH2:21][C:5]2([CH2:9][N:8]([C:10]3[CH:15]=[C:14]([N+:16]([O-])=O)[C:13]([NH2:19])=[C:12]([CH3:20])[CH:11]=3)[CH2:7][CH2:6]2)[CH2:4]1)[CH3:2].C(O)(=O)C.[Cl:27][C:28]1[C:33]([CH:34]=O)=[C:32]([I:36])[CH:31]=[CH:30][N:29]=1. (6) The reactants are: O.[NH2:2][NH2:3].C(O)C.[CH3:7][C:8]([C:15]1[S:16][CH:17]=[CH:18][CH:19]=1)([CH3:14])[C:9](OCC)=[O:10].C(OCC)(=O)C. Given the product [CH3:7][C:8]([C:15]1[S:16][CH:17]=[CH:18][CH:19]=1)([CH3:14])[C:9]([NH:2][NH2:3])=[O:10], predict the reactants needed to synthesize it. (7) Given the product [Cl:51][C:52]1[CH:60]=[C:59]([Cl:61])[CH:58]=[CH:57][C:53]=1[C:54]([N:15]1[CH2:14][CH2:13][N:12]2[C:8]([C:5]3[CH:6]=[CH:7][C:2]([F:1])=[CH:3][CH:4]=3)=[C:9]([C:17]([F:18])([F:19])[F:20])[N:10]=[C:11]2[CH2:16]1)=[O:55], predict the reactants needed to synthesize it. The reactants are: [F:1][C:2]1[CH:7]=[CH:6][C:5]([C:8]2[N:12]3[CH2:13][CH2:14][NH:15][CH2:16][C:11]3=[N:10][C:9]=2[C:17]([F:20])([F:19])[F:18])=[CH:4][CH:3]=1.CCN(CC1C=CC=CC=1)CC.C=CC1C=CC=CC=1.C=CC1C=CC(C=C)=CC=1.[Cl:51][C:52]1[CH:60]=[C:59]([Cl:61])[CH:58]=[CH:57][C:53]=1[C:54](Cl)=[O:55]. (8) Given the product [CH2:1]([C:3]1([C:20]2[C:19]3[C:23](=[C:15]([F:14])[CH:16]=[CH:17][CH:18]=3)[NH:22][CH:21]=2)[C:11]2[C:6](=[CH:7][C:8]([F:12])=[CH:9][CH:10]=2)[CH2:5][CH2:4]1)[CH3:2], predict the reactants needed to synthesize it. The reactants are: [CH2:1]([C:3]1(O)[C:11]2[C:6](=[CH:7][C:8]([F:12])=[CH:9][CH:10]=2)[CH2:5][CH2:4]1)[CH3:2].[F:14][C:15]1[CH:16]=[CH:17][CH:18]=[C:19]2[C:23]=1[NH:22][CH:21]=[CH:20]2. (9) Given the product [Cl:1][C:2]1[CH:3]=[CH:4][C:5]([NH:8][C:9]([C:11]2[CH:16]=[CH:15][CH:14]=[CH:13][C:12]=2[NH:17][C:18]([C:20]2[CH:25]=[CH:24][C:23]([C:26]3[CH:31]=[CH:30][CH:29]=[CH:28][C:27]=3[CH:32]=[N:33][NH:36][OH:35])=[CH:22][CH:21]=2)=[O:19])=[O:10])=[N:6][CH:7]=1, predict the reactants needed to synthesize it. The reactants are: [Cl:1][C:2]1[CH:3]=[CH:4][C:5]([NH:8][C:9]([C:11]2[CH:16]=[CH:15][CH:14]=[CH:13][C:12]=2[NH:17][C:18]([C:20]2[CH:25]=[CH:24][C:23]([C:26]3[CH:31]=[CH:30][CH:29]=[CH:28][C:27]=3[C:32]#[N:33])=[CH:22][CH:21]=2)=[O:19])=[O:10])=[N:6][CH:7]=1.Cl.[OH:35][NH2:36].C(N(CC)CC)C. (10) Given the product [Cl-:22].[NH2:21][C:19]([C:13]1[C:12]2[C:17](=[CH:18][N:10]([C:7]3[CH:8]=[CH:9][C:4]([NH3+:1])=[CH:5][CH:6]=3)[N:11]=2)[CH:16]=[CH:15][CH:14]=1)=[O:20], predict the reactants needed to synthesize it. The reactants are: [N+:1]([C:4]1[CH:9]=[CH:8][C:7]([N:10]2[CH:18]=[C:17]3[C:12]([C:13]([C:19]([NH2:21])=[O:20])=[CH:14][CH:15]=[CH:16]3)=[N:11]2)=[CH:6][CH:5]=1)([O-])=O.[ClH:22].